From a dataset of Catalyst prediction with 721,799 reactions and 888 catalyst types from USPTO. Predict which catalyst facilitates the given reaction. (1) Reactant: [Cl:1][C:2]1[CH:7]=[C:6](Cl)[N:5]2[N:9]=[C:10]([C:12]3[CH:17]=[CH:16][C:15]([O:18][CH3:19])=[CH:14][CH:13]=3)[CH:11]=[C:4]2[N:3]=1.[NH:20]1[CH2:25][CH2:24][O:23][CH2:22][CH2:21]1. Product: [Cl:1][C:2]1[CH:7]=[C:6]([N:20]2[CH2:25][CH2:24][O:23][CH2:22][CH2:21]2)[N:5]2[N:9]=[C:10]([C:12]3[CH:17]=[CH:16][C:15]([O:18][CH3:19])=[CH:14][CH:13]=3)[CH:11]=[C:4]2[N:3]=1. The catalyst class is: 12. (2) Reactant: [CH3:1][O:2][C:3]1[CH:8]=[C:7]([C:9]([F:12])([F:11])[F:10])[CH:6]=[CH:5][C:4]=1[C:13]1[C:22]2[C:17](=[CH:18][C:19]([S:24]([N:27](CC3C=CC(OC)=CC=3)[C:28]3[S:29][CH:30]=[CH:31][N:32]=3)(=[O:26])=[O:25])=[CH:20][C:21]=2[CH3:23])[N:16]=[CH:15][CH:14]=1. Product: [CH3:1][O:2][C:3]1[CH:8]=[C:7]([C:9]([F:12])([F:11])[F:10])[CH:6]=[CH:5][C:4]=1[C:13]1[C:22]2[C:17](=[CH:18][C:19]([S:24]([NH:27][C:28]3[S:29][CH:30]=[CH:31][N:32]=3)(=[O:25])=[O:26])=[CH:20][C:21]=2[CH3:23])[N:16]=[CH:15][CH:14]=1. The catalyst class is: 24.